This data is from Reaction yield outcomes from USPTO patents with 853,638 reactions. The task is: Predict the reaction yield, written as a fraction of the theoretical maximum amount of product (1.0 means a 100% yield; for example, 0.34 means a 34% yield). (1) The reactants are N(C(OCC)=O)=NC(OCC)=O.[OH:13][C:14]1[CH:19]=[CH:18][C:17]([S:20]([NH:23][CH2:24][C@H:25]([N:30]2[CH2:35][CH2:34][N:33]([S:36]([CH3:39])(=[O:38])=[O:37])[CH2:32][CH2:31]2)[C:26]([O:28][CH3:29])=[O:27])(=[O:22])=[O:21])=[CH:16][CH:15]=1.[C:40]1([C:46]2[CH:51]=[C:50]([CH2:52]O)[CH:49]=[CH:48][N:47]=2)[CH:45]=[CH:44][CH:43]=[CH:42][CH:41]=1.C1(P(C2C=CC=CC=2)C2C=CC=CC=2)C=CC=CC=1. The catalyst is O1CCCC1. The product is [CH3:39][S:36]([N:33]1[CH2:32][CH2:31][N:30]([C@@H:25]([CH2:24][NH:23][S:20]([C:17]2[CH:18]=[CH:19][C:14]([O:13][CH2:52][C:50]3[CH:49]=[CH:48][N:47]=[C:46]([C:40]4[CH:41]=[CH:42][CH:43]=[CH:44][CH:45]=4)[CH:51]=3)=[CH:15][CH:16]=2)(=[O:21])=[O:22])[C:26]([O:28][CH3:29])=[O:27])[CH2:35][CH2:34]1)(=[O:38])=[O:37]. The yield is 0.570. (2) The reactants are Cl[C:2]1[C:11]([CH2:12][OH:13])=[CH:10][C:9]2[C:4](=[C:5]([CH3:15])[CH:6]=[CH:7][C:8]=2[Cl:14])[N:3]=1.[C:16]1([CH3:25])[CH:21]=[CH:20][CH:19]=[CH:18][C:17]=1B(O)O.C([O-])([O-])=O.[K+].[K+].[H-].[Na+].[NH2:34][C:35]1[N:40]=[C:39](Cl)[CH:38]=[C:37]([CH3:42])[N:36]=1. The catalyst is COCCOC.O.CCOC(C)=O.C1C=CC([P]([Pd]([P](C2C=CC=CC=2)(C2C=CC=CC=2)C2C=CC=CC=2)([P](C2C=CC=CC=2)(C2C=CC=CC=2)C2C=CC=CC=2)[P](C2C=CC=CC=2)(C2C=CC=CC=2)C2C=CC=CC=2)(C2C=CC=CC=2)C2C=CC=CC=2)=CC=1. The product is [Cl:14][C:8]1[CH:7]=[CH:6][C:5]([CH3:15])=[C:4]2[C:9]=1[CH:10]=[C:11]([CH2:12][O:13][C:39]1[CH:38]=[C:37]([CH3:42])[N:36]=[C:35]([NH2:34])[N:40]=1)[C:2]([C:17]1[CH:18]=[CH:19][CH:20]=[CH:21][C:16]=1[CH3:25])=[N:3]2. The yield is 0.120. (3) The reactants are [OH-].[K+].[C:3]([O:7][C:8]([N:10]1[CH2:16][CH2:15][C:14]2[C:17]([S:22][C:23](=O)N(C)C)=[C:18]([Cl:21])[CH:19]=[CH:20][C:13]=2[CH2:12][CH2:11]1)=[O:9])([CH3:6])([CH3:5])[CH3:4].[H-].[Na+].BrC[C:32]#[N:33]. The catalyst is CO.CCOC(C)=O. The product is [C:3]([O:7][C:8]([N:10]1[CH2:16][CH2:15][C:14]2[C:17]([S:22][CH2:23][C:32]#[N:33])=[C:18]([Cl:21])[CH:19]=[CH:20][C:13]=2[CH2:12][CH2:11]1)=[O:9])([CH3:4])([CH3:6])[CH3:5]. The yield is 0.810.